This data is from Full USPTO retrosynthesis dataset with 1.9M reactions from patents (1976-2016). The task is: Predict the reactants needed to synthesize the given product. (1) Given the product [OH:22][N:3]1[CH:15]=[C:13]2[C:12]([CH:11]=[CH:10][CH:9]=[CH:14]2)=[N:19][C:4]1=[O:5], predict the reactants needed to synthesize it. The reactants are: N=[PH3].[N-:3]=[C:4]=[O:5].[N-]=C=S.[CH:9]1[CH:10]=[CH:11][C:12]2[N:19]=CN[C:15](=O)[C:13]=2[CH:14]=1.CC(N(C)C)=[O:22]. (2) Given the product [S:21]([NH:1][C:2]1[C:3]([C:19]#[N:20])=[C:4]([CH:16]=[CH:17][CH:18]=1)[O:5][CH2:6][C:7]([NH:10][C:11](=[O:15])[CH2:12][CH2:13][CH3:14])([CH3:9])[CH3:8])(=[O:24])(=[O:23])[NH2:22], predict the reactants needed to synthesize it. The reactants are: [NH2:1][C:2]1[C:3]([C:19]#[N:20])=[C:4]([CH:16]=[CH:17][CH:18]=1)[O:5][CH2:6][C:7]([NH:10][C:11](=[O:15])[CH2:12][CH2:13][CH3:14])([CH3:9])[CH3:8].[S:21](Cl)(=[O:24])(=[O:23])[NH2:22].